Dataset: Peptide-MHC class I binding affinity with 185,985 pairs from IEDB/IMGT. Task: Regression. Given a peptide amino acid sequence and an MHC pseudo amino acid sequence, predict their binding affinity value. This is MHC class I binding data. (1) The peptide sequence is TSNLQEQIGW. The MHC is HLA-A02:02 with pseudo-sequence HLA-A02:02. The binding affinity (normalized) is 0. (2) The peptide sequence is HTLESPVEF. The MHC is HLA-A26:01 with pseudo-sequence HLA-A26:01. The binding affinity (normalized) is 0.0847. (3) The peptide sequence is ASPVAQSYL. The MHC is HLA-A02:03 with pseudo-sequence HLA-A02:03. The binding affinity (normalized) is 0. (4) The peptide sequence is IPAEMLASI. The MHC is HLA-B07:02 with pseudo-sequence HLA-B07:02. The binding affinity (normalized) is 0.483. (5) The peptide sequence is LVLAVGPAY. The MHC is HLA-B46:01 with pseudo-sequence HLA-B46:01. The binding affinity (normalized) is 0.0847. (6) The peptide sequence is FTRYRKEAI. The MHC is HLA-A80:01 with pseudo-sequence HLA-A80:01. The binding affinity (normalized) is 0.0847. (7) The MHC is HLA-A30:01 with pseudo-sequence HLA-A30:01. The binding affinity (normalized) is 0.322. The peptide sequence is CRSCTMPPLR. (8) The peptide sequence is IHFMREYWF. The MHC is HLA-A32:01 with pseudo-sequence HLA-A32:01. The binding affinity (normalized) is 0.129. (9) The peptide sequence is FAVELIATL. The MHC is H-2-Db with pseudo-sequence H-2-Db. The binding affinity (normalized) is 0.612.